This data is from Forward reaction prediction with 1.9M reactions from USPTO patents (1976-2016). The task is: Predict the product of the given reaction. (1) The product is: [Cl:8][C:9]1[C:16]([CH3:17])=[C:15]([N:4]2[CH2:5][CH2:6][C@H:2]([OH:1])[C@@H:3]2[CH3:7])[CH:14]=[CH:13][C:10]=1[C:11]#[N:12]. Given the reactants [OH:1][C@H:2]1[CH2:6][CH2:5][NH:4][C@H:3]1[CH3:7].[Cl:8][C:9]1[C:16]([CH3:17])=[C:15](F)[CH:14]=[CH:13][C:10]=1[C:11]#[N:12].C(=O)([O-])[O-].[Li+].[Li+], predict the reaction product. (2) The product is: [Cl:17][C:18]1[CH:23]=[C:22]([C:8](=[O:10])[CH2:7][CH2:6][C:5]2[N:4]=[N:3][NH:2][N:1]=2)[CH:21]=[CH:20][C:19]=1[Cl:24]. Given the reactants [N:1]1[NH:2][N:3]=[N:4][C:5]=1[CH2:6][CH2:7][C:8]([OH:10])=O.C(Cl)(=O)C(Cl)=O.[Cl:17][C:18]1[CH:23]=[CH:22][CH:21]=[CH:20][C:19]=1[Cl:24].[Al+3].[Cl-].[Cl-].[Cl-], predict the reaction product. (3) Given the reactants [F:1][C:2]1[CH:3]=[C:4]([C:9]2[CH:18]=[N:17][C:16]3[C:11](=[CH:12][C:13]([C:29]4[S:30][CH:31]=[CH:32][CH:33]=4)=[C:14]([OH:28])[C:15]=3[C:19]([NH:21][CH2:22][C:23]([O:25]CC)=[O:24])=[O:20])[N:10]=2)[CH:5]=[CH:6][C:7]=1[F:8].[OH-].[Na+], predict the reaction product. The product is: [F:1][C:2]1[CH:3]=[C:4]([C:9]2[CH:18]=[N:17][C:16]3[C:11](=[CH:12][C:13]([C:29]4[S:30][CH:31]=[CH:32][CH:33]=4)=[C:14]([OH:28])[C:15]=3[C:19]([NH:21][CH2:22][C:23]([OH:25])=[O:24])=[O:20])[N:10]=2)[CH:5]=[CH:6][C:7]=1[F:8]. (4) Given the reactants Br[C:2]1[CH:3]=[C:4]([N+:9]([O-:11])=[O:10])[C:5]([NH2:8])=[N:6][CH:7]=1.[CH3:12][CH:13]1[CH2:18][CH2:17][N:16]([C:19]([N:21]2[CH2:27][C:26]3[CH:28]=[C:29](B(O)O)[CH:30]=[CH:31][C:25]=3[O:24][CH2:23][CH2:22]2)=[O:20])[CH2:15][CH2:14]1.C(=O)(O)[O-].[K+].CCN(C(C)C)C(C)C, predict the reaction product. The product is: [CH3:12][CH:13]1[CH2:18][CH2:17][N:16]([C:19]([N:21]2[CH2:27][C:26]3[CH:28]=[C:29]([C:2]4[CH:3]=[C:4]([N+:9]([O-:11])=[O:10])[C:5]([NH2:8])=[N:6][CH:7]=4)[CH:30]=[CH:31][C:25]=3[O:24][CH2:23][CH2:22]2)=[O:20])[CH2:15][CH2:14]1. (5) Given the reactants [Br:1][C:2]1[CH:7]=[CH:6][C:5]([C@:8]([NH:32][C@H:33]([CH:39]=[O:40])[CH2:34][C:35]([F:38])([CH3:37])[CH3:36])([C:28]([F:31])([F:30])[F:29])[C:9]#[C:10][CH2:11][CH2:12][CH2:13][C@H:14]2[CH2:18][O:17][C:16]([CH3:20])([CH3:19])[N:15]2[C:21]([O:23][C:24]([CH3:27])([CH3:26])[CH3:25])=[O:22])=[CH:4][CH:3]=1.CC(CC)=C.[OH:46]P(O)(O)=O.[O-]Cl=O.[Na+], predict the reaction product. The product is: [Br:1][C:2]1[CH:7]=[CH:6][C:5]([C@:8]([NH:32][C@H:33]([C:39]([OH:46])=[O:40])[CH2:34][C:35]([F:38])([CH3:37])[CH3:36])([C:28]([F:31])([F:30])[F:29])[C:9]#[C:10][CH2:11][CH2:12][CH2:13][C@H:14]2[CH2:18][O:17][C:16]([CH3:19])([CH3:20])[N:15]2[C:21]([O:23][C:24]([CH3:27])([CH3:26])[CH3:25])=[O:22])=[CH:4][CH:3]=1.